This data is from Reaction yield outcomes from USPTO patents with 853,638 reactions. The task is: Predict the reaction yield, written as a fraction of the theoretical maximum amount of product (1.0 means a 100% yield; for example, 0.34 means a 34% yield). (1) The reactants are C[Si](Cl)(C)C.Cl[C:7]([F:18])([F:17])[C:8]([C:10]1[CH:15]=[CH:14][CH:13]=[CH:12][C:11]=1[CH3:16])=[O:9].[I:19]I.O. The catalyst is C(#N)C.[Zn]. The product is [F:17][C:7]([F:18])([I:19])[C:8]([C:10]1[CH:15]=[CH:14][CH:13]=[CH:12][C:11]=1[CH3:16])=[O:9]. The yield is 0.460. (2) The reactants are [NH2:1][C:2]1[CH:7]=[CH:6][CH:5]=[CH:4][C:3]=1[C:8]1[NH:9][C:10]2[C:15]([CH:16]=1)=[CH:14][CH:13]=[CH:12][CH:11]=2.[OH:17][C:18]1[CH:19]=[C:20]([CH:26]=[CH:27][C:28]=1[OH:29])[CH2:21][CH2:22][C:23](O)=[O:24]. No catalyst specified. The product is [OH:17][C:18]1[CH:19]=[C:20]([CH2:21][CH2:22][C:23]([NH:1][C:2]2[CH:7]=[CH:6][CH:5]=[CH:4][C:3]=2[C:8]2[NH:9][C:10]3[C:15]([CH:16]=2)=[CH:14][CH:13]=[CH:12][CH:11]=3)=[O:24])[CH:26]=[CH:27][C:28]=1[OH:29]. The yield is 0.190. (3) The reactants are [OH:1][C:2]1[C:9]([O:10][CH3:11])=[CH:8][CH:7]=[CH:6][C:3]=1[CH:4]=[O:5].C(N(CC)C(C)C)(C)C.[CH3:21][O:22][CH2:23]Cl. The catalyst is ClCCl.CN(C)C1C=CN=CC=1.C(OCC)(=O)C.Cl. The product is [CH3:11][O:10][C:9]1[C:2]([O:1][CH2:21][O:22][CH3:23])=[C:3]([CH:6]=[CH:7][CH:8]=1)[CH:4]=[O:5]. The yield is 0.800. (4) The reactants are [CH3:1][O:2][CH:3]1[CH2:6][N:5]([C:7]([N:9]2[CH2:14][CH:13]([C:15]3[CH:20]=[CH:19][C:18]([C:21]([F:24])([F:23])[F:22])=[CH:17][CH:16]=3)[CH2:12][CH:11]([C:25]([OH:27])=O)[CH2:10]2)=[O:8])[CH2:4]1.O[N:29]=[C:30]([NH2:35])[CH2:31][CH2:32][O:33][CH3:34]. No catalyst specified. The product is [CH3:1][O:2][CH:3]1[CH2:6][N:5]([C:7]([N:9]2[CH2:14][CH:13]([C:15]3[CH:20]=[CH:19][C:18]([C:21]([F:23])([F:22])[F:24])=[CH:17][CH:16]=3)[CH2:12][CH:11]([C:25]3[O:27][N:35]=[C:30]([CH2:31][CH2:32][O:33][CH3:34])[N:29]=3)[CH2:10]2)=[O:8])[CH2:4]1. The yield is 0.440. (5) The reactants are [H-].[Na+].[CH2:3]([O:10][CH2:11][C@H:12]1[CH2:17][CH2:16][C@H:15]2[C@H:18]3[C@H:28]([CH2:29][CH2:30][C@:13]12[CH3:14])[C@:26]1([CH3:27])[C@H:21]([CH2:22][C@@H:23]([O:31][CH2:32][O:33][CH3:34])[CH2:24][CH2:25]1)[C@H:20]([OH:35])[CH2:19]3)[C:4]1[CH:9]=[CH:8][CH:7]=[CH:6][CH:5]=1.[CH3:36]I. The catalyst is C1COCC1. The product is [CH2:3]([O:10][CH2:11][C@H:12]1[CH2:17][CH2:16][C@H:15]2[C@H:18]3[C@H:28]([CH2:29][CH2:30][C@:13]12[CH3:14])[C@:26]1([CH3:27])[C@H:21]([CH2:22][C@@H:23]([O:31][CH2:32][O:33][CH3:34])[CH2:24][CH2:25]1)[C@H:20]([O:35][CH3:36])[CH2:19]3)[C:4]1[CH:9]=[CH:8][CH:7]=[CH:6][CH:5]=1. The yield is 0.920.